Predict the product of the given reaction. From a dataset of Forward reaction prediction with 1.9M reactions from USPTO patents (1976-2016). (1) The product is: [N:15]1[CH:16]=[CH:17][CH:18]=[CH:19][C:14]=1[CH2:13][CH2:12][CH2:11][O:10][C:7]1[N:8]=[CH:9][C:4]([NH2:1])=[CH:5][CH:6]=1. Given the reactants [N+:1]([C:4]1[CH:5]=[CH:6][C:7]([O:10][CH2:11][CH2:12][CH2:13][C:14]2[CH:19]=[CH:18][CH:17]=[CH:16][N:15]=2)=[N:8][CH:9]=1)([O-])=O.[Cl-].[NH4+], predict the reaction product. (2) Given the reactants ClC(Cl)(Cl)[C:3]([C:5]1[N:14]2[C:8]([CH2:9][N:10]([C:19]([C:21]3[CH:26]=[CH:25][C:24]([C:27]4[CH:32]=[CH:31][CH:30]=[CH:29][C:28]=4[CH3:33])=[CH:23][C:22]=3[O:34][CH3:35])=[O:20])[C:11]3[CH:18]=[CH:17][CH:16]=[CH:15][C:12]=3[CH2:13]2)=[CH:7][CH:6]=1)=[O:4].[OH-].[Na+].Cl.C([O:43]CC)C.CCCCCC, predict the reaction product. The product is: [CH3:35][O:34][C:22]1[CH:23]=[C:24]([C:27]2[CH:32]=[CH:31][CH:30]=[CH:29][C:28]=2[CH3:33])[CH:25]=[CH:26][C:21]=1[C:19]([N:10]1[C:11]2[CH:18]=[CH:17][CH:16]=[CH:15][C:12]=2[CH2:13][N:14]2[C:5]([C:3]([OH:4])=[O:43])=[CH:6][CH:7]=[C:8]2[CH2:9]1)=[O:20]. (3) Given the reactants FC(F)(F)C(O)=O.C(OC(=O)[NH:14][CH2:15][C:16]1[CH:20]=[C:19]([C:21]2[CH2:25][C:24]([C:30]3[CH:35]=[C:34]([Cl:36])[C:33]([Cl:37])=[C:32]([Cl:38])[CH:31]=3)([C:26]([F:29])([F:28])[F:27])[O:23][N:22]=2)[O:18][C:17]=1[CH3:39])(C)(C)C.[OH-].[Na+], predict the reaction product. The product is: [CH3:39][C:17]1[O:18][C:19]([C:21]2[CH2:25][C:24]([C:30]3[CH:35]=[C:34]([Cl:36])[C:33]([Cl:37])=[C:32]([Cl:38])[CH:31]=3)([C:26]([F:28])([F:27])[F:29])[O:23][N:22]=2)=[CH:20][C:16]=1[CH2:15][NH2:14]. (4) Given the reactants Br[C:2]1[S:6][C:5]2=[N:7][C:8]([CH2:10][N:11]3[CH2:16][CH2:15][N:14]([CH3:17])[CH2:13][CH2:12]3)=[CH:9][N:4]2[CH:3]=1.[N:18]1[CH:23]=[CH:22][C:21](B(O)[OH:25])=[CH:20][CH:19]=1.[C:27]([O-])([O-:29])=[O:28].[K+].[K+].[OH2:33], predict the reaction product. The product is: [C:27]([OH:29])(=[O:28])/[CH:9]=[CH:8]\[C:10]([OH:25])=[O:33].[CH3:17][N:14]1[CH2:15][CH2:16][N:11]([CH2:10][C:8]2[N:7]=[C:5]3[N:4]([CH:9]=2)[CH:3]=[C:2]([C:21]2[CH:22]=[CH:23][N:18]=[CH:19][CH:20]=2)[S:6]3)[CH2:12][CH2:13]1. (5) Given the reactants [NH2:1][C:2]1[C:3]([CH3:8])=[CH:4][CH:5]=[CH:6][CH:7]=1.C(=O)([O-])[O-].[Na+].[Na+].Br[CH2:16][CH2:17][CH2:18][CH2:19]Br, predict the reaction product. The product is: [C:3]1([CH3:8])[CH:4]=[CH:5][CH:6]=[CH:7][C:2]=1[N:1]1[CH2:19][CH2:18][CH2:17][CH2:16]1. (6) The product is: [Br:1][C:2]1[C:3](=[O:30])[N:4]([CH2:20][C:21]2[CH:29]=[CH:28][C:24]([C:25]([NH:32][CH3:36])=[O:26])=[CH:23][CH:22]=2)[C:5]([CH2:18][OH:19])=[CH:6][C:7]=1[O:8][CH2:9][C:10]1[CH:15]=[CH:14][C:13]([F:16])=[CH:12][C:11]=1[F:17]. Given the reactants [Br:1][C:2]1[C:3](=[O:30])[N:4]([CH2:20][C:21]2[CH:29]=[CH:28][C:24]([C:25](O)=[O:26])=[CH:23][CH:22]=2)[C:5]([CH2:18][OH:19])=[CH:6][C:7]=1[O:8][CH2:9][C:10]1[CH:15]=[CH:14][C:13]([F:16])=[CH:12][C:11]=1[F:17].O[N:32]1[C:36]2C=CC=CC=2N=N1.CN.CN1CCOCC1.C(N=C=NCCCN(C)C)C, predict the reaction product.